Dataset: Full USPTO retrosynthesis dataset with 1.9M reactions from patents (1976-2016). Task: Predict the reactants needed to synthesize the given product. (1) Given the product [F:9][C:8]([F:11])([F:10])[C:4]1[N:3]=[C:2]([O:12][C:13]2[CH:20]=[CH:19][C:16]([CH:17]=[O:18])=[CH:15][CH:14]=2)[CH:7]=[CH:6][CH:5]=1, predict the reactants needed to synthesize it. The reactants are: Cl[C:2]1[CH:7]=[CH:6][CH:5]=[C:4]([C:8]([F:11])([F:10])[F:9])[N:3]=1.[OH:12][C:13]1[CH:20]=[CH:19][C:16]([CH:17]=[O:18])=[CH:15][CH:14]=1.C([O-])([O-])=O.[K+].[K+]. (2) Given the product [CH2:3]([O:10][C:11]1[CH:19]=[CH:18][CH:17]=[C:16]2[C:12]=1[C:13](/[CH:20]=[CH:3]/[C:4]1[CH:9]=[CH:8][CH:7]=[CH:6][CH:5]=1)=[CH:14][NH:15]2)[C:4]1[CH:9]=[CH:8][CH:7]=[CH:6][CH:5]=1, predict the reactants needed to synthesize it. The reactants are: [H-].[Na+].[CH2:3]([O:10][C:11]1[CH:19]=[CH:18][CH:17]=[C:16]2[C:12]=1[C:13]([CH:20]=O)=[CH:14][NH:15]2)[C:4]1[CH:9]=[CH:8][CH:7]=[CH:6][CH:5]=1.O. (3) Given the product [CH2:1]([CH:3]([N:6]1[C:18]2[C:17]3[CH:16]=[CH:15][C:14]([C:30]4[C:31]([CH3:36])=[CH:32][C:33]([CH3:35])=[CH:34][C:29]=4[CH3:41])=[CH:13][C:12]=3[N:11]=[C:10]([CH3:20])[C:9]=2[CH:8]=[CH:7]1)[CH2:4][CH3:5])[CH3:2], predict the reactants needed to synthesize it. The reactants are: [CH2:1]([CH:3]([N:6]1[C:18]2[C:17]3[CH:16]=[CH:15][C:14](I)=[CH:13][C:12]=3[N:11]=[C:10]([C:20]3C(C)=CC(C)=CC=3C)[C:9]=2[CH:8]=[CH:7]1)[CH2:4][CH3:5])[CH3:2].[C:29]1([CH3:41])[CH:34]=[C:33]([CH3:35])[CH:32]=[C:31]([CH3:36])[C:30]=1OB(O)O.O.O.O.O.O.O.O.O.[OH-].[Ba+2].[OH-]. (4) Given the product [CH:13]([O:19][C:2]1[CH:1]=[CH:6][CH:5]=[CH:4][CH:3]=1)=[CH2:8], predict the reactants needed to synthesize it. The reactants are: [CH:1]#[C:2][CH2:3][CH2:4][CH2:5][CH3:6].F[C:8]1[C:13](S)=C(F)C(F)=C(F)C=1F.[OH2:19]. (5) Given the product [F:3][C:4]1[CH:12]=[CH:11][CH:10]=[C:9]2[C:5]=1[C:6]([CH2:20][OH:21])=[CH:7][N:8]2[C:13]([O:15][C:16]([CH3:17])([CH3:19])[CH3:18])=[O:14], predict the reactants needed to synthesize it. The reactants are: CO.[F:3][C:4]1[CH:12]=[CH:11][CH:10]=[C:9]2[C:5]=1[C:6]([CH:20]=[O:21])=[CH:7][N:8]2[C:13]([O:15][C:16]([CH3:19])([CH3:18])[CH3:17])=[O:14].[BH4-].[Na+]. (6) Given the product [CH2:16]([O:15][C:13]([C:10]1[CH:11]=[C:12]2[C:7]([C:6]([Cl:20])=[CH:5][N:4]2[CH:1]2[CH2:2][CH2:3]2)=[C:8]([O:18][CH3:19])[CH:9]=1)=[O:14])[CH3:17], predict the reactants needed to synthesize it. The reactants are: [CH:1]1([N:4]2[C:12]3[C:7](=[C:8]([O:18][CH3:19])[CH:9]=[C:10]([C:13]([O:15][CH2:16][CH3:17])=[O:14])[CH:11]=3)[CH:6]=[CH:5]2)[CH2:3][CH2:2]1.[Cl:20]N1C(=O)CCC1=O. (7) The reactants are: [N:1]1([C:7]2[S:8]/[C:9](=[CH:13]\[C:14]3[CH:19]=[CH:18][C:17]([F:20])=[CH:16][C:15]=3[OH:21])/[C:10](=[O:12])[N:11]=2)[CH2:6][CH2:5][CH2:4][CH2:3][NH:2]1.[C:22]([Cl:25])(=[O:24])[NH2:23]. Given the product [ClH:25].[S:8]1[CH2:9][CH2:10][N:23]([C:22]([O:21][C:15]2[CH:16]=[C:17]([F:20])[CH:18]=[CH:19][C:14]=2/[CH:13]=[C:9]2\[C:10](=[O:12])[N:11]=[C:7]([N:1]3[CH2:6][CH2:5][CH2:4][CH2:3][NH:2]3)[S:8]\2)=[O:24])[CH2:7]1, predict the reactants needed to synthesize it. (8) Given the product [F:25][CH:2]([F:1])[C:3]1[CH:11]=[C:10]2[C:6]([CH2:7][CH2:8][NH:9]2)=[CH:5][C:4]=1[C:19]1[CH:20]=[N:21][N:22]([CH3:24])[CH:23]=1, predict the reactants needed to synthesize it. The reactants are: [F:1][CH:2]([F:25])[C:3]1[CH:11]=[C:10]2[C:6]([CH2:7][CH2:8][N:9]2C(OC(C)(C)C)=O)=[CH:5][C:4]=1[C:19]1[CH:20]=[N:21][N:22]([CH3:24])[CH:23]=1.FC(F)(F)C(O)=O. (9) Given the product [OH:1][C:2]1[CH:19]=[C:18]([C:20]([N:22]2[CH2:27][CH2:26][CH:25]([C:28]([OH:30])=[O:29])[CH2:24][CH2:23]2)=[O:21])[CH:17]=[C:16]2[C:3]=1[C@@:4]1([CH3:37])[C@H:13]([CH2:14][S:15]2(=[O:33])=[O:32])[C@:12]2([CH3:34])[C@H:7]([C:8]([CH3:36])([CH3:35])[CH2:9][CH2:10][CH2:11]2)[CH2:6][CH2:5]1, predict the reactants needed to synthesize it. The reactants are: [OH:1][C:2]1[CH:19]=[C:18]([C:20]([N:22]2[CH2:27][CH2:26][CH:25]([C:28]([O:30]C)=[O:29])[CH2:24][CH2:23]2)=[O:21])[CH:17]=[C:16]2[C:3]=1[C@@:4]1([CH3:37])[C@H:13]([CH2:14][S:15]2(=[O:33])=[O:32])[C@:12]2([CH3:34])[C@H:7]([C:8]([CH3:36])([CH3:35])[CH2:9][CH2:10][CH2:11]2)[CH2:6][CH2:5]1.O[Li].O. (10) Given the product [O:13]([CH2:9][C@H:10]([OH:12])[CH3:11])[Si:5]([C:1]([CH3:4])([CH3:3])[CH3:2])([CH3:8])[CH3:7], predict the reactants needed to synthesize it. The reactants are: [C:1]([Si:5]([CH3:8])([CH3:7])Cl)([CH3:4])([CH3:3])[CH3:2].[CH2:9]([OH:13])[C@H:10]([OH:12])[CH3:11].N1C=CN=C1.